Dataset: Forward reaction prediction with 1.9M reactions from USPTO patents (1976-2016). Task: Predict the product of the given reaction. (1) The product is: [OH:1][C:2]1[CH:3]=[CH:4][C:5]([C@H:8]2[CH2:9][CH2:10][C@H:11]([CH:14]([CH3:20])[C:15]([O:17][CH2:18][CH3:19])=[O:16])[CH2:12][CH2:13]2)=[CH:6][CH:7]=1. Given the reactants [OH:1][C:2]1[CH:7]=[CH:6][C:5]([CH:8]2[CH2:13][CH2:12][C:11](=[C:14]([CH3:20])[C:15]([O:17][CH2:18][CH3:19])=[O:16])[CH2:10][CH2:9]2)=[CH:4][CH:3]=1, predict the reaction product. (2) Given the reactants [CH:1]1([CH2:4][CH2:5][NH:6][C:7]([C:9]2[N:10]=[N:11][C:12]([N:15]3[CH2:20][CH:19]4[CH:17]([CH:18]4[NH2:21])[CH2:16]3)=[CH:13][CH:14]=2)=[O:8])[CH2:3][CH2:2]1.[F:22][C:23]([F:34])([F:33])[C:24]1[CH:32]=[CH:31][CH:30]=[CH:29][C:25]=1[C:26](Cl)=[O:27].C(N(CC)CC)C.O, predict the reaction product. The product is: [CH:1]1([CH2:4][CH2:5][NH:6][C:7]([C:9]2[N:10]=[N:11][C:12]([N:15]3[CH2:16][CH:17]4[CH:19]([CH:18]4[NH:21][C:26](=[O:27])[C:25]4[CH:29]=[CH:30][CH:31]=[CH:32][C:24]=4[C:23]([F:22])([F:33])[F:34])[CH2:20]3)=[CH:13][CH:14]=2)=[O:8])[CH2:3][CH2:2]1.